Predict the product of the given reaction. From a dataset of Forward reaction prediction with 1.9M reactions from USPTO patents (1976-2016). (1) Given the reactants COCCC[O:6][C:7](=[O:21])[C:8]1[CH:13]=[CH:12][C:11]([Cl:14])=[C:10]([O:15][CH2:16][CH2:17][CH2:18][O:19][CH3:20])[CH:9]=1.[OH-].[Na+].Cl, predict the reaction product. The product is: [Cl:14][C:11]1[CH:12]=[CH:13][C:8]([C:7]([OH:21])=[O:6])=[CH:9][C:10]=1[O:15][CH2:16][CH2:17][CH2:18][O:19][CH3:20]. (2) Given the reactants [C:1]([O:5][C@@H:6]([C@H:8]1[CH2:12][O:11][C:10](=[O:13])[NH:9]1)[CH3:7])([CH3:4])([CH3:3])[CH3:2].[Cl:14][C:15]1[N:20]=[C:19](Cl)[CH:18]=[C:17]([C:22]([F:25])([F:24])[F:23])[N:16]=1.[H-].[Na+], predict the reaction product. The product is: [C:1]([O:5][C@@H:6]([C@H:8]1[CH2:12][O:11][C:10](=[O:13])[N:9]1[C:19]1[CH:18]=[C:17]([C:22]([F:25])([F:24])[F:23])[N:16]=[C:15]([Cl:14])[N:20]=1)[CH3:7])([CH3:2])([CH3:3])[CH3:4]. (3) Given the reactants [C:1]([Si:5]([CH3:34])([CH3:33])[O:6][C:7]1[CH:12]=[CH:11][C:10]([C:13]2[C:17]([C:18]3[CH:23]=[CH:22][CH:21]=[CH:20][CH:19]=3)=[C:16]([C:24]3([CH2:27]OS(C)(=O)=O)[CH2:26][CH2:25]3)[O:15][N:14]=2)=[CH:9][CH:8]=1)([CH3:4])([CH3:3])[CH3:2].C(=O)([O-])[O-].[Na+].[Na+].[NH:41]1[CH2:46][CH2:45][S:44][CH2:43][CH2:42]1, predict the reaction product. The product is: [C:1]([Si:5]([CH3:33])([CH3:34])[O:6][C:7]1[CH:8]=[CH:9][C:10]([C:13]2[C:17]([C:18]3[CH:19]=[CH:20][CH:21]=[CH:22][CH:23]=3)=[C:16]([C:24]3([CH2:27][N:41]4[CH2:46][CH2:45][S:44][CH2:43][CH2:42]4)[CH2:26][CH2:25]3)[O:15][N:14]=2)=[CH:11][CH:12]=1)([CH3:2])([CH3:4])[CH3:3]. (4) The product is: [F:19][C:20]([F:33])([F:32])[S:21]([O:17][C:14]1[CH:15]=[CH:16][C:11]([C:7]([CH3:10])([CH3:8])[CH3:9])=[C:12]([F:18])[CH:13]=1)(=[O:23])=[O:22]. Given the reactants N1C=CC=CC=1.[C:7]([C:11]1[CH:16]=[CH:15][C:14]([OH:17])=[CH:13][C:12]=1[F:18])([CH3:10])([CH3:9])[CH3:8].[F:19][C:20]([F:33])([F:32])[S:21](O[S:21]([C:20]([F:33])([F:32])[F:19])(=[O:23])=[O:22])(=[O:23])=[O:22], predict the reaction product. (5) Given the reactants [NH2:1][C:2]1[CH:18]=[CH:17][C:5]([O:6][C:7]2[CH:8]=[C:9]([CH:14]=[CH:15][CH:16]=2)[C:10]([O:12][CH3:13])=[O:11])=[CH:4][C:3]=1[OH:19].[N:20]#[C:21]Br, predict the reaction product. The product is: [NH2:20][C:21]1[O:19][C:3]2[CH:4]=[C:5]([O:6][C:7]3[CH:8]=[C:9]([CH:14]=[CH:15][CH:16]=3)[C:10]([O:12][CH3:13])=[O:11])[CH:17]=[CH:18][C:2]=2[N:1]=1. (6) Given the reactants O[CH:2]([C:13]1[C:21]2[C:16](=[CH:17][C:18]([O:22][CH3:23])=[CH:19][CH:20]=2)[NH:15][C:14]=1[C:24]1[CH:29]=[CH:28][CH:27]=[CH:26][CH:25]=1)[C:3]1[S:4][CH:5]=[C:6]([C:8]([O:10][CH2:11][CH3:12])=[O:9])[N:7]=1.C([SiH](CC)CC)C.C(=O)([O-])O.[Na+], predict the reaction product. The product is: [CH3:23][O:22][C:18]1[CH:17]=[C:16]2[C:21]([C:13]([CH2:2][C:3]3[S:4][CH:5]=[C:6]([C:8]([O:10][CH2:11][CH3:12])=[O:9])[N:7]=3)=[C:14]([C:24]3[CH:25]=[CH:26][CH:27]=[CH:28][CH:29]=3)[NH:15]2)=[CH:20][CH:19]=1.